Dataset: Full USPTO retrosynthesis dataset with 1.9M reactions from patents (1976-2016). Task: Predict the reactants needed to synthesize the given product. Given the product [Cl:1][C:2]1[CH:27]=[CH:26][C:5]([O:6][C:7](=[O:8])[N:9]([C@H:10]2[CH2:15][CH2:14][C@H:13]([CH2:16][CH2:17][CH2:18][CH2:19][N:31]([CH2:28][CH:29]=[CH2:30])[CH3:32])[CH2:12][CH2:11]2)[CH3:25])=[CH:4][CH:3]=1, predict the reactants needed to synthesize it. The reactants are: [Cl:1][C:2]1[CH:27]=[CH:26][C:5]([O:6][C:7]([N:9]([CH3:25])[C@H:10]2[CH2:15][CH2:14][C@H:13]([CH2:16][CH2:17][CH2:18][CH2:19]OS(C)(=O)=O)[CH2:12][CH2:11]2)=[O:8])=[CH:4][CH:3]=1.[CH2:28]([NH:31][CH3:32])[CH:29]=[CH2:30].